Dataset: Catalyst prediction with 721,799 reactions and 888 catalyst types from USPTO. Task: Predict which catalyst facilitates the given reaction. (1) Product: [CH3:1][O:29][C:25]12[CH2:26][CH2:27][CH2:28][C:24]1([C:30]([O:32][CH3:33])=[O:31])[CH2:23][CH2:22][O:21]2. Reactant: [CH3:1]C1C=CC(S([O-])(=O)=O)=CC=1.C1C=C[NH+]=CC=1.C([O:21][CH2:22][CH2:23][C:24]1([C:30]([O:32][CH3:33])=[O:31])[CH2:28][CH2:27][CH2:26][C:25]1=[O:29])(=O)C.C(=O)([O-])[O-].[K+].[K+]. The catalyst class is: 5. (2) Reactant: [CH3:1][O:2][C:3]1[CH:4]=[C:5]([C:11](=[O:17])[CH2:12][CH2:13][C:14]([OH:16])=O)[CH:6]=[CH:7][C:8]=1[O:9][CH3:10].CCN=C=NCCCN(C)C.C1C=CC2N(O)N=NC=2C=1.[CH2:39]([C:46]1[S:50][C:49]([NH2:51])=[N:48][C:47]=1[C:52]1[CH:57]=[CH:56][CH:55]=[CH:54][CH:53]=1)[C:40]1[CH:45]=[CH:44][CH:43]=[CH:42][CH:41]=1. Product: [CH2:39]([C:46]1[S:50][C:49]([NH:51][C:14](=[O:16])[CH2:13][CH2:12][C:11]([C:5]2[CH:6]=[CH:7][C:8]([O:9][CH3:10])=[C:3]([O:2][CH3:1])[CH:4]=2)=[O:17])=[N:48][C:47]=1[C:52]1[CH:57]=[CH:56][CH:55]=[CH:54][CH:53]=1)[C:40]1[CH:41]=[CH:42][CH:43]=[CH:44][CH:45]=1. The catalyst class is: 10. (3) Reactant: [CH3:1][C:2]([C:14]1[CH:19]=[CH:18][CH:17]=[CH:16][CH:15]=1)([CH3:13])[CH2:3][C:4]1[CH2:5][C:6]2[C:11]([CH:12]=1)=[CH:10][CH:9]=[CH:8][CH:7]=2.C([Li])CCC.[Cl-].[CH3:26][C:27]([NH:30][SiH:31]([CH3:33])[CH3:32])([CH3:29])[CH3:28]. Product: [CH3:13][C:2]([C:14]1[CH:15]=[CH:16][CH:17]=[CH:18][CH:19]=1)([CH3:1])[CH2:3][C:4]1[CH:12]([Si:31]([CH3:33])([CH3:32])[NH:30][C:27]([CH3:29])([CH3:28])[CH3:26])[C:11]2[C:6]([CH:5]=1)=[CH:7][CH:8]=[CH:9][CH:10]=2. The catalyst class is: 1. (4) Reactant: [CH2:1]([O:3][C:4](=[O:19])[NH:5][C:6]1[C:7]([F:18])=[CH:8][C:9]2[C:15](=[O:16])[CH2:14][CH2:13][CH2:12][CH2:11][C:10]=2[CH:17]=1)[CH3:2].[Li].CC(C)([O-])C.C(O[C@@H]([CH2:33][NH:34][C:35](=[O:37])[CH3:36])CCl)(=O)C. Product: [F:18][C:7]1[C:6]([N:5]2[CH2:2][C@H:1]([CH2:33][NH:34][C:35](=[O:37])[CH3:36])[O:3][C:4]2=[O:19])=[CH:17][C:10]2[CH2:11][CH2:12][CH2:13][CH2:14][C:15](=[O:16])[C:9]=2[CH:8]=1. The catalyst class is: 405. (5) Reactant: C([Li])CCC.CCCCCC.[C:12]([O:15][C:16]([CH3:19])([CH3:18])[CH3:17])(=[O:14])[CH3:13].[C:20]([CH2:22][CH:23]([O:30][Si:31]([C:44]([CH3:47])([CH3:46])[CH3:45])([C:38]1[CH:43]=[CH:42][CH:41]=[CH:40][CH:39]=1)[C:32]1[CH:37]=[CH:36][CH:35]=[CH:34][CH:33]=1)[CH2:24][C:25](OCC)=[O:26])#[N:21]. Product: [C:20]([CH2:22][CH:23]([O:30][Si:31]([C:44]([CH3:47])([CH3:46])[CH3:45])([C:38]1[CH:43]=[CH:42][CH:41]=[CH:40][CH:39]=1)[C:32]1[CH:33]=[CH:34][CH:35]=[CH:36][CH:37]=1)[CH2:24][C:25](=[O:26])[CH2:13][C:12]([O:15][C:16]([CH3:19])([CH3:18])[CH3:17])=[O:14])#[N:21]. The catalyst class is: 278. (6) Reactant: CC1C=CC([NH:8][C:9](=[O:21])[C:10]2[CH:15]=[CH:14][N:13]=[C:12]([N:16]3[CH2:20][CH2:19][CH2:18][CH2:17]3)[CH:11]=2)=CC=1C1C=CC(C(O)=O)=CC=1.CN(C(ON1N=NC2C=CC=NC1=2)=[N+](C)C)C.F[P-](F)(F)(F)(F)F.C1C=CC2N(O)N=NC=2C=1.CCN(C(C)C)C(C)C.C1(N)CC1. Product: [N:16]1([C:12]2[CH:11]=[C:10]([CH:15]=[CH:14][N:13]=2)[C:9]([NH2:8])=[O:21])[CH2:20][CH2:19][CH2:18][CH2:17]1. The catalyst class is: 3. (7) Reactant: [Br:1][C:2]1[CH:3]=[C:4]2[C:9](=[CH:10][CH:11]=1)[CH:8]=[C:7]([OH:12])[CH:6]=[CH:5]2.C1(P(C2C=CC=CC=2)C2C=CC=CC=2)C=CC=CC=1.[C:32]([C@@H:36]1[CH2:41][CH2:40][C@H:39](O)[CH2:38][CH2:37]1)([CH3:35])([CH3:34])[CH3:33].N(C(OC(C)C)=O)=NC(OC(C)C)=O. Product: [Br:1][C:2]1[CH:11]=[CH:10][C:9]2[C:4](=[CH:5][CH:6]=[C:7]([O:12][C@H:39]3[CH2:40][CH2:41][C@H:36]([C:32]([CH3:35])([CH3:34])[CH3:33])[CH2:37][CH2:38]3)[CH:8]=2)[CH:3]=1. The catalyst class is: 11.